From a dataset of Catalyst prediction with 721,799 reactions and 888 catalyst types from USPTO. Predict which catalyst facilitates the given reaction. (1) Reactant: [NH2:1][C:2]1[CH:7]=[CH:6][C:5]([O:8][CH2:9][C:10]([CH3:21])([CH2:12][O:13][C:14]2[CH:19]=[CH:18][C:17]([NH2:20])=[CH:16][CH:15]=2)[CH3:11])=[CH:4][CH:3]=1.[S:22](O[S:22]([C:25]([F:28])([F:27])[F:26])(=[O:24])=[O:23])([C:25]([F:28])([F:27])[F:26])(=[O:24])=[O:23].C(=O)(O)[O-].[Na+]. Product: [F:26][C:25]([F:28])([F:27])[S:22]([NH:20][C:17]1[CH:16]=[CH:15][C:14]([O:13][CH2:12][C:10]([CH3:21])([CH3:11])[CH2:9][O:8][C:5]2[CH:6]=[CH:7][C:2]([NH:1][S:22]([C:25]([F:26])([F:27])[F:28])(=[O:23])=[O:24])=[CH:3][CH:4]=2)=[CH:19][CH:18]=1)(=[O:24])=[O:23]. The catalyst class is: 2. (2) Reactant: [CH3:1][C:2]1[CH:3]=[C:4]2[C:8](=[CH:9][CH:10]=1)[C:7](=[O:11])[N:6]([CH2:12][CH2:13][C:14]([O:16][CH2:17][CH3:18])=[O:15])[C:5]2=[O:19].[Br:20]N1C(=O)CCC1=O. Product: [Br:20][CH2:1][C:2]1[CH:3]=[C:4]2[C:8](=[CH:9][CH:10]=1)[C:7](=[O:11])[N:6]([CH2:12][CH2:13][C:14]([O:16][CH2:17][CH3:18])=[O:15])[C:5]2=[O:19]. The catalyst class is: 53.